From a dataset of Peptide-MHC class I binding affinity with 185,985 pairs from IEDB/IMGT. Regression. Given a peptide amino acid sequence and an MHC pseudo amino acid sequence, predict their binding affinity value. This is MHC class I binding data. (1) The peptide sequence is DEEPMELDY. The MHC is HLA-A30:02 with pseudo-sequence HLA-A30:02. The binding affinity (normalized) is 0.0162. (2) The peptide sequence is ELIKELPGY. The MHC is HLA-A02:11 with pseudo-sequence HLA-A02:11. The binding affinity (normalized) is 0.0847. (3) The peptide sequence is VTISKDNLER. The MHC is HLA-A03:01 with pseudo-sequence HLA-A03:01. The binding affinity (normalized) is 0.0229. (4) The peptide sequence is GLLEWIFRA. The MHC is HLA-A68:02 with pseudo-sequence HLA-A68:02. The binding affinity (normalized) is 0. (5) The peptide sequence is KSINKVYGK. The MHC is HLA-B08:01 with pseudo-sequence HLA-B08:01. The binding affinity (normalized) is 0. (6) The peptide sequence is QVIEYLKPY. The MHC is HLA-B35:01 with pseudo-sequence HLA-B35:01. The binding affinity (normalized) is 0.834.